From a dataset of Full USPTO retrosynthesis dataset with 1.9M reactions from patents (1976-2016). Predict the reactants needed to synthesize the given product. (1) Given the product [CH3:4][C:5]1[CH:10]=[CH:9][C:8]([C:2]2[N:3]=[CH:4][C:5]3[CH:10]=[CH:9][CH:8]=[N:7][C:6]=3[N:1]=2)=[N:7][C:6]=1[C:16]1[CH:17]=[CH:18][CH:19]=[CH:20][CH:21]=1, predict the reactants needed to synthesize it. The reactants are: [NH:1]1[C:6]2[N:7]=[CH:8][CH:9]=[CH:10][C:5]=2[C:4](=O)[NH:3][C:2]1=O.C(N(CC)[C:16]1[CH:21]=[CH:20][CH:19]=[CH:18][CH:17]=1)C. (2) Given the product [C:1]1([C:20]2[CH:21]=[CH:22][CH:23]=[CH:24][CH:25]=2)[CH:6]=[CH:5][C:4]([C:7]2[C:12]3[Se:13][C:14]4[C:19]([B:35]5[O:39][C:38]([CH3:41])([CH3:40])[C:37]([CH3:43])([CH3:42])[O:36]5)=[CH:18][CH:17]=[CH:16][C:15]=4[C:11]=3[CH:10]=[CH:9][CH:8]=2)=[CH:3][CH:2]=1, predict the reactants needed to synthesize it. The reactants are: [C:1]1([C:20]2[CH:25]=[CH:24][CH:23]=[CH:22][CH:21]=2)[CH:6]=[CH:5][C:4]([C:7]2[C:12]3[Se:13][C:14]4[CH:19]=[CH:18][CH:17]=[CH:16][C:15]=4[C:11]=3[CH:10]=[CH:9][CH:8]=2)=[CH:3][CH:2]=1.C([Li])(CC)C.C(O[B:35]1[O:39][C:38]([CH3:41])([CH3:40])[C:37]([CH3:43])([CH3:42])[O:36]1)(C)C.